Predict which catalyst facilitates the given reaction. From a dataset of Catalyst prediction with 721,799 reactions and 888 catalyst types from USPTO. Reactant: [CH3:1][C:2]1[CH:7]=[C:6]([N+:8]([O-:10])=[O:9])[CH:5]=[CH:4][C:3]=1[N:11]=[C:12]=[S:13].[CH2:14]([NH2:18])[CH:15]([CH3:17])[CH3:16].CCCCCC.[CH3:25][CH2:26][O:27]C(C)=O.CN1CCOCC1. Product: [CH3:1][C:2]1[CH:7]=[C:6]([N+:8]([O-:10])=[O:9])[CH:5]=[CH:4][C:3]=1[N:11]=[C:12]1[N:18]([CH2:14][CH:15]([CH3:17])[CH3:16])[C:26](=[O:27])[CH2:25][S:13]1. The catalyst class is: 3.